Dataset: Peptide-MHC class II binding affinity with 134,281 pairs from IEDB. Task: Regression. Given a peptide amino acid sequence and an MHC pseudo amino acid sequence, predict their binding affinity value. This is MHC class II binding data. (1) The MHC is HLA-DPA10201-DPB10501 with pseudo-sequence HLA-DPA10201-DPB10501. The binding affinity (normalized) is 0.287. The peptide sequence is AGELQIIDKIDAAFK. (2) The peptide sequence is INLIIHYVHRAGALG. The MHC is HLA-DQA10201-DQB10202 with pseudo-sequence HLA-DQA10201-DQB10202. The binding affinity (normalized) is 0.287. (3) The peptide sequence is SSKVTITDTTIGTGD. The MHC is DRB1_0701 with pseudo-sequence DRB1_0701. The binding affinity (normalized) is 0.382. (4) The peptide sequence is RRTEPAAEGVGAASQDL. The MHC is DRB1_0401 with pseudo-sequence DRB1_0401. The binding affinity (normalized) is 0.170. (5) The peptide sequence is SPSLWEIEFAKQRASV. The MHC is DRB1_0101 with pseudo-sequence DRB1_0101. The binding affinity (normalized) is 0.169. (6) The peptide sequence is LNCNINNVVRIKVPF. The MHC is DRB1_0901 with pseudo-sequence DRB1_0901. The binding affinity (normalized) is 0.315. (7) The binding affinity (normalized) is 0.192. The MHC is DRB1_1101 with pseudo-sequence DRB1_1101. The peptide sequence is PGHGISVGSLGRYKD.